Predict the reactants needed to synthesize the given product. From a dataset of Full USPTO retrosynthesis dataset with 1.9M reactions from patents (1976-2016). Given the product [Cl:27][C:28]1[CH:35]=[C:34]([N:36]2[C:40]([CH3:41])=[C:39]([CH2:42][O:43][C:14]3[CH:15]=[CH:16][CH:17]=[CH:18][CH:19]=3)[C:38]([CH3:44])=[N:37]2)[CH:33]=[CH:32][C:29]=1[C:30]#[N:31], predict the reactants needed to synthesize it. The reactants are: [C:14]1(P([C:14]2[CH:19]=[CH:18][CH:17]=[CH:16][CH:15]=2)[C:14]2[CH:19]=[CH:18][CH:17]=[CH:16][CH:15]=2)[CH:19]=[CH:18][CH:17]=[CH:16][CH:15]=1.C1(O)C=CC=CC=1.[Cl:27][C:28]1[CH:35]=[C:34]([N:36]2[C:40]([CH3:41])=[C:39]([CH2:42][OH:43])[C:38]([CH3:44])=[N:37]2)[CH:33]=[CH:32][C:29]=1[C:30]#[N:31].N(C(OC(C)(C)C)=O)=NC(OC(C)(C)C)=O.